This data is from Catalyst prediction with 721,799 reactions and 888 catalyst types from USPTO. The task is: Predict which catalyst facilitates the given reaction. (1) Reactant: [C:1]([C:3]1([CH3:27])[S:7][C:6]([C:8]2[NH:9][C:10]3[C:15]([CH:16]=2)=[CH:14][CH:13]=[CH:12][C:11]=3[N:17]([CH3:26])[S:18]([C:21]2[S:22][CH:23]=[CH:24][CH:25]=2)(=[O:20])=[O:19])=[N:5][CH2:4]1)#[N:2].[OH-].[Na+].[O:30]1CCCC1.C(O)(=O)CC(CC(O)=O)(C(O)=O)O. Product: [CH3:27][C:3]1([C:1]([NH2:2])=[O:30])[S:7][C:6]([C:8]2[NH:9][C:10]3[C:15]([CH:16]=2)=[CH:14][CH:13]=[CH:12][C:11]=3[N:17]([CH3:26])[S:18]([C:21]2[S:22][CH:23]=[CH:24][CH:25]=2)(=[O:20])=[O:19])=[N:5][CH2:4]1. The catalyst class is: 8. (2) Reactant: [NH2:1][C:2]1[CH:6]=[C:5]([C:7]#[C:8][C:9]([CH3:12])([CH3:11])[CH3:10])[S:4][C:3]=1[C:13]([O:15][CH3:16])=[O:14].C(O)(=O)C.[CH3:21][N:22]1[CH:26]=[CH:25][C:24]([CH:27]=O)=[N:23]1.C(O[BH-](OC(=O)C)OC(=O)C)(=O)C.[Na+].C([O-])(O)=O.[Na+]. Product: [CH3:10][C:9]([CH3:11])([CH3:12])[C:8]#[C:7][C:5]1[S:4][C:3]([C:13]([O:15][CH3:16])=[O:14])=[C:2]([NH:1][CH2:27][C:24]2[CH:25]=[CH:26][N:22]([CH3:21])[N:23]=2)[CH:6]=1. The catalyst class is: 26. (3) Reactant: [S:1]1[CH:5]=[CH:4][CH:3]=[C:2]1[CH2:6][C:7]#[N:8].[C:9]([OH:13])(=[O:12])[CH:10]=O.CC(C)([O-])C.[K+:19]. Product: [K+:19].[C:7]([C:6]([C:2]1[S:1][CH:5]=[CH:4][CH:3]=1)=[CH:10][C:9]([O-:13])=[O:12])#[N:8]. The catalyst class is: 5. (4) The catalyst class is: 152. Product: [C:17]([C:14]1[CH:13]=[CH:12][C:11]([C:8]2[CH:9]=[CH:10][C:5]([C:1]([CH3:4])([CH3:3])[CH3:2])=[CH:6][CH:7]=2)=[C:16]([N+:25]([O-:27])=[O:26])[CH:15]=1)([CH3:20])([CH3:19])[CH3:18]. Reactant: [C:1]([C:5]1[CH:10]=[CH:9][C:8]([C:11]2[CH:16]=[CH:15][C:14]([C:17]([CH3:20])([CH3:19])[CH3:18])=[CH:13][CH:12]=2)=[CH:7][CH:6]=1)([CH3:4])([CH3:3])[CH3:2].C(O)(=O)C.[N+:25]([O-])([OH:27])=[O:26].